Dataset: Catalyst prediction with 721,799 reactions and 888 catalyst types from USPTO. Task: Predict which catalyst facilitates the given reaction. (1) Reactant: C[O-].[Na+].[F:4][C:5]1[CH:10]=[C:9]([I:11])[CH:8]=[CH:7][C:6]=1[NH:12][C:13]1[C:18]([N+:19]([O-:21])=[O:20])=[C:17](F)[CH:16]=[C:15]([F:23])[C:14]=1[F:24].[C:25](OCC)(=[O:27])C. Product: [F:24][C:14]1[C:15]([F:23])=[CH:16][C:17]([O:27][CH3:25])=[C:18]([N+:19]([O-:21])=[O:20])[C:13]=1[NH:12][C:6]1[CH:7]=[CH:8][C:9]([I:11])=[CH:10][C:5]=1[F:4]. The catalyst class is: 134. (2) Reactant: [I:1]N1C(=O)CCC1=O.[CH2:9]([C:16]1[CH:37]=[C:36]([O:38][CH3:39])[C:19]2[N:20]([CH2:32][CH2:33][O:34][CH3:35])[C:21]([C:23]3[CH:28]=[CH:27][C:26]([CH:29]([CH3:31])[CH3:30])=[CH:25][CH:24]=3)=[N:22][C:18]=2[CH:17]=1)[C:10]1[CH:15]=[CH:14][CH:13]=[CH:12][CH:11]=1. Product: [CH2:9]([C:16]1[CH:37]=[C:36]([O:38][CH3:39])[C:19]2[N:20]([CH2:32][CH2:33][O:34][CH3:35])[C:21]([C:23]3[CH:28]=[CH:27][C:26]([CH:29]([CH3:31])[CH3:30])=[CH:25][CH:24]=3)=[N:22][C:18]=2[C:17]=1[I:1])[C:10]1[CH:11]=[CH:12][CH:13]=[CH:14][CH:15]=1. The catalyst class is: 10. (3) Reactant: [Br:1][C:2]1[CH:8]=[CH:7][C:5]([OH:6])=[CH:4][C:3]=1O.[C:10](=[O:13])([O-])[O-].[K+].[K+].[CH2:16](Br)[C:17]1[CH:22]=[CH:21][CH:20]=[CH:19][CH:18]=1.O. Product: [Br:1][C:2]1[CH:8]=[CH:7][C:5]([O:6][CH2:16][C:17]2[CH:22]=[CH:21][CH:20]=[CH:19][CH:18]=2)=[CH:4][C:3]=1[O:13][CH2:10][C:2]1[CH:8]=[CH:7][CH:5]=[CH:4][CH:3]=1. The catalyst class is: 3. (4) Reactant: C(O)(C(F)(F)F)=O.[NH2:8][CH2:9][CH:10]1[CH2:15][CH2:14][N:13]([C:16]2[CH:17]=[N:18][C:19]([NH2:22])=NC=2)[CH2:12][CH2:11]1.CS(C)=O.[CH:27]([N:30](CC)C(C)C)(C)C.[C:36]([C:38]1[CH:39]=[N:40][C:41](F)=[C:42]([CH:55]=1)[C:43]([NH:45][C@H:46]([C:48]1[CH:53]=[CH:52][C:51]([F:54])=[CH:50][CH:49]=1)[CH3:47])=[O:44])#[N:37]. Product: [NH2:22][C:19]1[N:18]=[CH:17][C:16]([N:13]2[CH2:12][CH2:11][CH:10]([CH2:9][NH:8][C:41]3[N:40]=[CH:39][C:38]([C:36]#[N:37])=[CH:55][C:42]=3[C:43]([NH:45][C@H:46]([C:48]3[CH:53]=[CH:52][C:51]([F:54])=[CH:50][CH:49]=3)[CH3:47])=[O:44])[CH2:15][CH2:14]2)=[N:30][CH:27]=1. The catalyst class is: 238. (5) Reactant: O.[OH-].[Li+].C([O:6][C:7]([C:9]12[CH2:26][CH:25]1[CH:24]=[CH:23][CH2:22][CH2:21][CH2:20][CH2:19][N:18]([CH3:27])[C:17](=[O:28])[CH:16]1[CH:12]([CH2:13][CH:14]([O:29][C:30]3[C:39]4[C:34](=[C:35]([CH3:42])[C:36]([O:40][CH3:41])=[CH:37][CH:38]=4)[N:33]=[C:32]([N:43]4[CH:47]=[CH:46][C:45]([CH:48]([CH3:50])[CH3:49])=[N:44]4)[N:31]=3)[CH2:15]1)[C:11](=[O:51])[NH:10]2)=[O:8])C. Product: [CH:48]([C:45]1[CH:46]=[CH:47][N:43]([C:32]2[N:31]=[C:30]([O:29][CH:14]3[CH2:13][CH:12]4[CH:16]([C:17](=[O:28])[N:18]([CH3:27])[CH2:19][CH2:20][CH2:21][CH2:22][CH:23]=[CH:24][CH:25]5[C:9]([C:7]([OH:8])=[O:6])([NH:10][C:11]4=[O:51])[CH2:26]5)[CH2:15]3)[C:39]3[C:34](=[C:35]([CH3:42])[C:36]([O:40][CH3:41])=[CH:37][CH:38]=3)[N:33]=2)[N:44]=1)([CH3:50])[CH3:49]. The catalyst class is: 90.